Dataset: Reaction yield outcomes from USPTO patents with 853,638 reactions. Task: Predict the reaction yield, written as a fraction of the theoretical maximum amount of product (1.0 means a 100% yield; for example, 0.34 means a 34% yield). (1) The reactants are C([O:3][P:4]([CH2:9][CH2:10][NH:11][C:12](=[O:39])[CH2:13][CH2:14][C:15]([CH3:38])=[CH:16][CH2:17][C:18]1[C:19]([O:31]CC[Si](C)(C)C)=[C:20]2[C:24](=[C:25]([CH3:29])[C:26]=1[O:27][CH3:28])[CH2:23][O:22][C:21]2=[O:30])(=[O:8])[O:5]CC)C.C[Si](Br)(C)C.N1C(C)=CC=CC=1C. The catalyst is C(#N)C. The product is [OH:31][C:19]1[C:18]([CH2:17][CH:16]=[C:15]([CH3:38])[CH2:14][CH2:13][C:12]([NH:11][CH2:10][CH2:9][P:4](=[O:3])([OH:8])[OH:5])=[O:39])=[C:26]([O:27][CH3:28])[C:25]([CH3:29])=[C:24]2[C:20]=1[C:21](=[O:30])[O:22][CH2:23]2. The yield is 0.290. (2) The reactants are [CH:1]([O:4][C:5]1[CH:14]=[C:13]([C:15]([F:18])([F:17])[F:16])[C:12]2[CH:11]=[C:10]3[NH:19][CH2:20][CH2:21][S:22][C:9]3=[CH:8][C:7]=2[N:6]=1)([CH3:3])[CH3:2].C=O.[BH3-][C:26]#N.[Na+]. The catalyst is C(O)(=O)C. The product is [CH3:26][N:19]1[C:10]2=[CH:11][C:12]3[C:13]([C:15]([F:18])([F:17])[F:16])=[CH:14][C:5]([O:4][CH:1]([CH3:3])[CH3:2])=[N:6][C:7]=3[CH:8]=[C:9]2[S:22][CH2:21][CH2:20]1. The yield is 0.970.